From a dataset of Peptide-MHC class II binding affinity with 134,281 pairs from IEDB. Regression. Given a peptide amino acid sequence and an MHC pseudo amino acid sequence, predict their binding affinity value. This is MHC class II binding data. (1) The peptide sequence is PEAKYDAYVATLTEA. The MHC is HLA-DQA10401-DQB10402 with pseudo-sequence HLA-DQA10401-DQB10402. The binding affinity (normalized) is 0.615. (2) The peptide sequence is AAATAGTTVYKAFAA. The MHC is HLA-DQA10401-DQB10402 with pseudo-sequence HLA-DQA10401-DQB10402. The binding affinity (normalized) is 0.248.